From a dataset of Full USPTO retrosynthesis dataset with 1.9M reactions from patents (1976-2016). Predict the reactants needed to synthesize the given product. (1) Given the product [OH:1][C:2]1([C:5]2[O:7][N:62]=[C:61]([NH:60][C:55]3[CH:56]=[CH:57][C:58]([CH3:59])=[C:53]([C:44]4[C:43](=[O:65])[N:42]([CH3:41])[C:51]5[C:46]([CH:45]=4)=[CH:47][N:48]=[C:49]([CH3:52])[CH:50]=5)[CH:54]=3)[N:64]=2)[CH2:4][CH2:3]1, predict the reactants needed to synthesize it. The reactants are: [OH:1][C:2]1([C:5]([OH:7])=O)[CH2:4][CH2:3]1.CCN(C(C)C)C(C)C.CN(C(ON1N=NC2C=CC=NC1=2)=[N+](C)C)C.F[P-](F)(F)(F)(F)F.[CH3:41][N:42]1[C:51]2[C:46](=[CH:47][N:48]=[C:49]([CH3:52])[CH:50]=2)[CH:45]=[C:44]([C:53]2[CH:54]=[C:55]([NH:60]/[C:61](/[NH2:64])=[N:62]/O)[CH:56]=[CH:57][C:58]=2[CH3:59])[C:43]1=[O:65]. (2) Given the product [CH3:13][C:14]1[CH:19]=[CH:18][C:17]([S:20]([O:52][CH2:51][CH2:50][CH2:49][S:48][C:26]2[CH:27]=[CH:28][C:29](/[C:31](/[C:38]3[CH:43]=[CH:42][C:41]([CH2:44][CH3:45])=[C:40]([O:46][CH3:47])[N:39]=3)=[CH:32]\[CH:33]3[CH2:37][CH2:36][CH2:35][CH2:34]3)=[CH:30][C:25]=2[Cl:24])(=[O:22])=[O:21])=[CH:16][CH:15]=1, predict the reactants needed to synthesize it. The reactants are: C(N(CC)CC)C.Cl.CN(C)C.[CH3:13][C:14]1[CH:19]=[CH:18][C:17]([S:20](Cl)(=[O:22])=[O:21])=[CH:16][CH:15]=1.[Cl:24][C:25]1[CH:30]=[C:29](/[C:31](/[C:38]2[CH:43]=[CH:42][C:41]([CH2:44][CH3:45])=[C:40]([O:46][CH3:47])[N:39]=2)=[CH:32]\[CH:33]2[CH2:37][CH2:36][CH2:35][CH2:34]2)[CH:28]=[CH:27][C:26]=1[S:48][CH2:49][CH2:50][CH2:51][OH:52]. (3) Given the product [Cl:8][C:6]1[N:5]=[C:4]([NH:9][C@H:10]([C:12]2[CH:17]=[CH:16][C:15]([F:18])=[CH:14][CH:13]=2)[CH3:11])[N:3]=[C:2]([N:19]2[CH2:23][CH2:22][CH2:21][C:20]2=[O:24])[CH:7]=1, predict the reactants needed to synthesize it. The reactants are: Cl[C:2]1[CH:7]=[C:6]([Cl:8])[N:5]=[C:4]([NH:9][C@H:10]([C:12]2[CH:17]=[CH:16][C:15]([F:18])=[CH:14][CH:13]=2)[CH3:11])[N:3]=1.[NH:19]1[CH2:23][CH2:22][CH2:21][C:20]1=[O:24].P([O-])([O-])([O-])=O.[K+].[K+].[K+]. (4) Given the product [NH2:11][C:3]1[CH:4]=[C:5]([C:8](=[O:10])[CH3:9])[CH:6]=[CH:7][C:2]=1[CH3:1], predict the reactants needed to synthesize it. The reactants are: [CH3:1][C:2]1[CH:7]=[CH:6][C:5]([C:8](=[O:10])[CH3:9])=[CH:4][C:3]=1[N+:11]([O-])=O.[NH4+].[Cl-]. (5) The reactants are: Cl[C:2]1[CH:7]=[CH:6][C:5]([O:8][CH3:9])=[CH:4][C:3]=1[N+:10]([O-:12])=[O:11].[C:13]([NH:20][CH:21]1[CH2:26][CH2:25][NH:24][CH2:23][CH2:22]1)([O:15][C:16]([CH3:19])([CH3:18])[CH3:17])=[O:14]. Given the product [CH3:9][O:8][C:5]1[CH:6]=[CH:7][C:2]([N:24]2[CH2:23][CH2:22][CH:21]([NH:20][C:13](=[O:14])[O:15][C:16]([CH3:18])([CH3:17])[CH3:19])[CH2:26][CH2:25]2)=[C:3]([N+:10]([O-:12])=[O:11])[CH:4]=1, predict the reactants needed to synthesize it. (6) Given the product [OH:4][CH2:3][CH:2]([NH:5][CH:8]([CH3:9])[CH2:7][OH:6])[CH3:1], predict the reactants needed to synthesize it. The reactants are: [CH3:1][CH:2]([NH2:5])[CH2:3][OH:4].[OH:6][CH2:7][C:8](=O)[CH3:9]. (7) Given the product [Cl:19][C:16]1[CH:17]=[CH:18][C:13]([N:9]2[C@@H:8]([C:20]3[CH:25]=[C:24]([F:26])[CH:23]=[C:22]([F:27])[CH:21]=3)[C@H:7]([CH2:6][O:5][C:32]3[CH:31]=[CH:30][C:29]([Cl:28])=[CH:34][N:33]=3)[O:11][C:10]2=[O:12])=[CH:14][CH:15]=1, predict the reactants needed to synthesize it. The reactants are: CS([O:5][CH2:6][C@@H:7]1[O:11][C:10](=[O:12])[N:9]([C:13]2[CH:18]=[CH:17][C:16]([Cl:19])=[CH:15][CH:14]=2)[C@H:8]1[C:20]1[CH:25]=[C:24]([F:26])[CH:23]=[C:22]([F:27])[CH:21]=1)(=O)=O.[Cl:28][C:29]1[CH:30]=[CH:31][C:32](O)=[N:33][CH:34]=1.C([O-])([O-])=O.[K+].[K+].